This data is from Forward reaction prediction with 1.9M reactions from USPTO patents (1976-2016). The task is: Predict the product of the given reaction. (1) Given the reactants [NH2:1][C:2]1[C:3]([CH3:9])=[N:4][N:5]([CH3:8])[C:6]=1[CH3:7].C(N(CC)CC)C.[C:17](Cl)(=[O:19])[CH3:18], predict the reaction product. The product is: [C:17]([NH:1][C:2]1[C:3]([CH3:9])=[N:4][N:5]([CH3:8])[C:6]=1[CH3:7])(=[O:19])[CH3:18]. (2) Given the reactants Br[C:2]1[CH:45]=[C:44]([F:46])[CH:43]=[CH:42][C:3]=1[CH2:4][C:5]1[S:9][C:8]([C:10]2[CH:41]=[C:13]3[N:14]=[C:15]([CH3:40])[C:16]([C@H:29]([O:35][C:36]([CH3:39])([CH3:38])[CH3:37])[C:30]([O:32][CH2:33][CH3:34])=[O:31])=[C:17]([N:18]4[CH2:23][CH2:22][C:21]([CH2:25][CH2:26][CH:27]=[CH2:28])([CH3:24])[CH2:20][CH2:19]4)[N:12]3[N:11]=2)=[N:7][CH:6]=1.[CH2:47]([B-](F)(F)F)[CH2:48][CH:49]=[CH2:50].[K+].C([O-])([O-])=O.[Cs+].[Cs+].C1(P(C2CCCCC2)C2C=CC=CC=2C2C(OC(C)C)=CC=CC=2OC(C)C)CCCCC1, predict the reaction product. The product is: [CH2:50]([C:2]1[CH:45]=[C:44]([F:46])[CH:43]=[CH:42][C:3]=1[CH2:4][C:5]1[S:9][C:8]([C:10]2[CH:41]=[C:13]3[N:14]=[C:15]([CH3:40])[C:16]([C@H:29]([O:35][C:36]([CH3:39])([CH3:38])[CH3:37])[C:30]([O:32][CH2:33][CH3:34])=[O:31])=[C:17]([N:18]4[CH2:23][CH2:22][C:21]([CH2:25][CH2:26][CH:27]=[CH2:28])([CH3:24])[CH2:20][CH2:19]4)[N:12]3[N:11]=2)=[N:7][CH:6]=1)[CH2:49][CH:48]=[CH2:47]. (3) Given the reactants [I-:1].[I-:1].[I-:1].[CH2:4]([N:6]([CH2:21][CH3:22])[C:7]1[CH:8]=[CH:9][C:10]2[NH2+:11][C:12]3[C:17]([S:18][C:19]=2[CH:20]=1)=[CH:16][CH:15]=[CH:14][CH:13]=3)[CH3:5].[CH2:4]([N:6]([C:7]1[CH:8]=[CH:9][C:10]2[NH2+:11][C:12]3[C:17]([S:18][C:19]=2[CH:20]=1)=[CH:16][CH:15]=[CH:14][CH:13]=3)[CH2:21][CH3:22])[CH3:5].[CH2:21]([N:6]([C:7]1[CH:8]=[CH:9][C:10]2[NH2+:11][C:12]3[C:17]([S:18][C:19]=2[CH:20]=1)=[CH:16][CH:15]=[CH:14][CH:13]=3)[CH2:4][CH3:5])[CH3:22].[CH2:61]([N:63]([CH2:68][CH3:69])[CH2:64][CH2:65][NH:66][CH3:67])[CH3:62], predict the reaction product. The product is: [I-:1].[CH2:21]([N:6]([CH2:4][CH3:5])[C:7]1[CH:8]=[CH:9][C:10]2[NH2+:11][C:12]3[C:17]([S:18][C:19]=2[CH:20]=1)=[CH:16][C:15]([N:66]([CH2:65][CH2:64][N:63]([CH2:68][CH3:69])[CH2:61][CH3:62])[CH3:67])=[CH:14][CH:13]=3)[CH3:22]. (4) Given the reactants [OH:1][CH2:2][CH2:3][N:4]1[CH:8]=[C:7]([C:9]2[C:18]3[CH2:17][CH2:16][C@H:15]4[C@H:19]([CH3:26])[C:20](=[O:25])/[C:21](=[CH:23]\O)/[CH2:22][C@:14]4([C:27]4[CH:32]=[CH:31][CH:30]=[CH:29][CH:28]=4)[C:13]=3[N:12]=[C:11]([CH3:33])[N:10]=2)[CH:6]=[N:5]1.Cl.[NH2:35]O, predict the reaction product. The product is: [CH3:33][C:11]1[N:10]=[C:9]([C:7]2[CH:6]=[N:5][N:4]([CH2:3][CH2:2][OH:1])[CH:8]=2)[C:18]2[CH2:17][CH2:16][C@H:15]3[C@H:19]([CH3:26])[C:20]4[O:25][N:35]=[CH:23][C:21]=4[CH2:22][C@:14]3([C:27]3[CH:28]=[CH:29][CH:30]=[CH:31][CH:32]=3)[C:13]=2[N:12]=1. (5) Given the reactants [OH:1][C:2]1[C:3]([CH3:18])=[N:4][CH:5]=[C:6]([CH2:16][OH:17])[C:7]=1[CH:8]1[NH:12][CH:11]([C:13]([OH:15])=[O:14])[CH2:10][S:9]1.[C:19](OC(=O)C)(=[O:21])[CH3:20], predict the reaction product. The product is: [C:19]([N:12]1[CH:11]([C:13]([OH:15])=[O:14])[CH2:10][S:9][CH:8]1[C:7]1[C:6]([CH2:16][OH:17])=[CH:5][N:4]=[C:3]([CH3:18])[C:2]=1[OH:1])(=[O:21])[CH3:20].